Dataset: Reaction yield outcomes from USPTO patents with 853,638 reactions. Task: Predict the reaction yield, written as a fraction of the theoretical maximum amount of product (1.0 means a 100% yield; for example, 0.34 means a 34% yield). The reactants are [NH2:1][CH2:2][C@@H:3]([OH:14])[CH2:4][N:5]1[CH2:13][C:12]2[C:7](=[CH:8][CH:9]=[CH:10][CH:11]=2)[CH2:6]1.[N:15]1[C:24]2[C:19](=[CH:20][CH:21]=[CH:22][C:23]=2[O:25][CH2:26][C:27](OCC)=[O:28])[CH:18]=[CH:17][CH:16]=1. The catalyst is CCO. The product is [OH:14][C@@H:3]([CH2:4][N:5]1[CH2:13][C:12]2[C:7](=[CH:8][CH:9]=[CH:10][CH:11]=2)[CH2:6]1)[CH2:2][NH:1][C:27](=[O:28])[CH2:26][O:25][C:23]1[CH:22]=[CH:21][CH:20]=[C:19]2[C:24]=1[N:15]=[CH:16][CH:17]=[CH:18]2. The yield is 0.510.